From a dataset of NCI-60 drug combinations with 297,098 pairs across 59 cell lines. Regression. Given two drug SMILES strings and cell line genomic features, predict the synergy score measuring deviation from expected non-interaction effect. (1) Drug 1: CN(C)N=NC1=C(NC=N1)C(=O)N. Cell line: OVCAR-5. Synergy scores: CSS=2.10, Synergy_ZIP=-8.53, Synergy_Bliss=-13.6, Synergy_Loewe=-32.5, Synergy_HSA=-15.0. Drug 2: CCC1(CC2CC(C3=C(CCN(C2)C1)C4=CC=CC=C4N3)(C5=C(C=C6C(=C5)C78CCN9C7C(C=CC9)(C(C(C8N6C)(C(=O)OC)O)OC(=O)C)CC)OC)C(=O)OC)O.OS(=O)(=O)O. (2) Drug 1: C1=CC(=CC=C1CC(C(=O)O)N)N(CCCl)CCCl.Cl. Drug 2: C(CC(=O)O)C(=O)CN.Cl. Cell line: NCI-H226. Synergy scores: CSS=2.15, Synergy_ZIP=-3.34, Synergy_Bliss=0.249, Synergy_Loewe=-1.87, Synergy_HSA=-0.0951. (3) Drug 1: C1C(C(OC1N2C=NC3=C(N=C(N=C32)Cl)N)CO)O. Drug 2: C1=CC=C(C=C1)NC(=O)CCCCCCC(=O)NO. Cell line: NCIH23. Synergy scores: CSS=60.1, Synergy_ZIP=-2.54, Synergy_Bliss=-2.49, Synergy_Loewe=-19.0, Synergy_HSA=-1.28. (4) Drug 1: CC1=CC2C(CCC3(C2CCC3(C(=O)C)OC(=O)C)C)C4(C1=CC(=O)CC4)C. Drug 2: CN1C(=O)N2C=NC(=C2N=N1)C(=O)N. Cell line: SNB-75. Synergy scores: CSS=-4.29, Synergy_ZIP=3.81, Synergy_Bliss=2.05, Synergy_Loewe=-4.51, Synergy_HSA=-3.51. (5) Drug 1: CCN(CC)CCNC(=O)C1=C(NC(=C1C)C=C2C3=C(C=CC(=C3)F)NC2=O)C. Drug 2: CC12CCC3C(C1CCC2O)C(CC4=C3C=CC(=C4)O)CCCCCCCCCS(=O)CCCC(C(F)(F)F)(F)F. Cell line: LOX IMVI. Synergy scores: CSS=-0.0780, Synergy_ZIP=0.374, Synergy_Bliss=3.01, Synergy_Loewe=2.75, Synergy_HSA=0.391. (6) Drug 1: CC(CN1CC(=O)NC(=O)C1)N2CC(=O)NC(=O)C2. Drug 2: C1CCC(CC1)NC(=O)N(CCCl)N=O. Cell line: NCI-H322M. Synergy scores: CSS=-0.993, Synergy_ZIP=-1.22, Synergy_Bliss=-2.29, Synergy_Loewe=-3.10, Synergy_HSA=-2.40. (7) Drug 1: C1CN(CCN1C(=O)CCBr)C(=O)CCBr. Drug 2: CC1C(C(CC(O1)OC2CC(CC3=C2C(=C4C(=C3O)C(=O)C5=CC=CC=C5C4=O)O)(C(=O)C)O)N)O. Cell line: UACC62. Synergy scores: CSS=73.1, Synergy_ZIP=-9.48, Synergy_Bliss=-5.25, Synergy_Loewe=-1.73, Synergy_HSA=0.0820. (8) Drug 1: CC12CCC(CC1=CCC3C2CCC4(C3CC=C4C5=CN=CC=C5)C)O. Synergy scores: CSS=8.19, Synergy_ZIP=-2.47, Synergy_Bliss=-1.75, Synergy_Loewe=-1.19, Synergy_HSA=-1.15. Drug 2: C(=O)(N)NO. Cell line: HCT116. (9) Drug 1: CC1=CC=C(C=C1)C2=CC(=NN2C3=CC=C(C=C3)S(=O)(=O)N)C(F)(F)F. Drug 2: CC(C)CN1C=NC2=C1C3=CC=CC=C3N=C2N. Cell line: EKVX. Synergy scores: CSS=-5.10, Synergy_ZIP=2.50, Synergy_Bliss=0.768, Synergy_Loewe=-1.36, Synergy_HSA=-2.40.